Dataset: Forward reaction prediction with 1.9M reactions from USPTO patents (1976-2016). Task: Predict the product of the given reaction. (1) Given the reactants [C:1]([O:5][C:6]([N:8]1[CH2:13][CH2:12][CH:11]([C:14]2[S:22][C:21]3[C:16](=[N:17][CH:18]=[CH:19][C:20]=3[O:23][C:24]3[CH:29]=[CH:28][C:27]([NH:30][C:31]4[N:41]=[CH:40][CH:39]=[CH:38][C:32]=4[C:33]([O:35]CC)=[O:34])=[CH:26][C:25]=3[F:42])[CH:15]=2)[CH2:10][CH2:9]1)=[O:7])([CH3:4])([CH3:3])[CH3:2].[OH-].[Na+].Cl, predict the reaction product. The product is: [C:1]([O:5][C:6]([N:8]1[CH2:13][CH2:12][CH:11]([C:14]2[S:22][C:21]3[C:16](=[N:17][CH:18]=[CH:19][C:20]=3[O:23][C:24]3[CH:29]=[CH:28][C:27]([NH:30][C:31]4[N:41]=[CH:40][CH:39]=[CH:38][C:32]=4[C:33]([OH:35])=[O:34])=[CH:26][C:25]=3[F:42])[CH:15]=2)[CH2:10][CH2:9]1)=[O:7])([CH3:4])([CH3:2])[CH3:3]. (2) Given the reactants [NH2:1][C:2]([C:4]1[CH:29]=[CH:28][C:7]([O:8][CH2:9][CH2:10][CH2:11][O:12][C:13]2[CH:14]=[C:15]3[C:19](=[CH:20][CH:21]=2)[C@H:18]([CH2:22][C:23]([O:25][CH2:26][CH3:27])=[O:24])[CH2:17][CH2:16]3)=[C:6]([O:30][CH3:31])[CH:5]=1)=[S:3].Cl[CH:33]([C:38](C)=O)[C:34]([O:36][CH3:37])=[O:35], predict the reaction product. The product is: [CH2:26]([O:25][C:23](=[O:24])[CH2:22][C@H:18]1[C:19]2[C:15](=[CH:14][C:13]([O:12][CH2:11][CH2:10][CH2:9][O:8][C:7]3[CH:28]=[CH:29][C:4]([C:2]4[S:3][C:33]([C:34]([O:36][CH3:37])=[O:35])=[CH:38][N:1]=4)=[CH:5][C:6]=3[O:30][CH3:31])=[CH:21][CH:20]=2)[CH2:16][CH2:17]1)[CH3:27]. (3) Given the reactants [F-].[K+].C[Si](C)(C)[C:5]#[C:6]/[CH:7]=[CH:8]\[C:9]1[CH:14]=[CH:13][CH:12]=[CH:11][N:10]=1.[CH3:17][OH:18], predict the reaction product. The product is: [CH3:17][O:18][CH2:5][C:6]1[N:10]2[C:9]([CH:14]=[CH:13][CH:12]=[CH:11]2)=[CH:8][CH:7]=1. (4) Given the reactants O1CCCC1.[CH3:6][O:7][C:8]1[CH:13]=[CH:12][C:11]([CH:14]2[CH2:16][CH:15]2[C:17]([O:19]CC)=[O:18])=[CH:10][CH:9]=1.[OH-].[Na+].CCO, predict the reaction product. The product is: [CH3:6][O:7][C:8]1[CH:9]=[CH:10][C:11]([CH:14]2[CH2:16][CH:15]2[C:17]([OH:19])=[O:18])=[CH:12][CH:13]=1. (5) Given the reactants [OH:1][C:2]1[CH:10]=[CH:9][C:5]([C:6]([OH:8])=[O:7])=[CH:4][N:3]=1.[Cl:11]N1C(=O)CCC1=O, predict the reaction product. The product is: [Cl:11][C:10]1[C:2](=[O:1])[NH:3][CH:4]=[C:5]([C:6]([OH:8])=[O:7])[CH:9]=1. (6) Given the reactants Br[C:2]([C:4]([F:7])([F:6])[F:5])=[CH2:3].[Cl:8][C:9]1[CH:10]=[C:11](B2OC(C)(C)C(C)(C)O2)[CH:12]=[C:13]([Cl:16])[C:14]=1[F:15].C([O-])([O-])=O.[Na+].[Na+].O, predict the reaction product. The product is: [Cl:16][C:13]1[CH:12]=[C:11]([C:2](=[CH2:3])[C:4]([F:7])([F:6])[F:5])[CH:10]=[C:9]([Cl:8])[C:14]=1[F:15]. (7) Given the reactants [C:1]([C:5]1[CH:6]=[CH:7][C:8]2[O:12][C:11](S)=[N:10][C:9]=2[CH:14]=1)([CH3:4])([CH3:3])[CH3:2].O(Cl)[Cl:16].[P+3].P(Cl)(Cl)(Cl)(Cl)Cl, predict the reaction product. The product is: [C:1]([C:5]1[CH:6]=[CH:7][C:8]2[O:12][C:11]([Cl:16])=[N:10][C:9]=2[CH:14]=1)([CH3:4])([CH3:3])[CH3:2].